From a dataset of NCI-60 drug combinations with 297,098 pairs across 59 cell lines. Regression. Given two drug SMILES strings and cell line genomic features, predict the synergy score measuring deviation from expected non-interaction effect. (1) Drug 1: CC(C1=C(C=CC(=C1Cl)F)Cl)OC2=C(N=CC(=C2)C3=CN(N=C3)C4CCNCC4)N. Drug 2: CC1=CC=C(C=C1)C2=CC(=NN2C3=CC=C(C=C3)S(=O)(=O)N)C(F)(F)F. Cell line: IGROV1. Synergy scores: CSS=8.16, Synergy_ZIP=0.233, Synergy_Bliss=4.94, Synergy_Loewe=4.87, Synergy_HSA=4.88. (2) Drug 1: CC1C(C(CC(O1)OC2CC(CC3=C2C(=C4C(=C3O)C(=O)C5=C(C4=O)C(=CC=C5)OC)O)(C(=O)C)O)N)O.Cl. Drug 2: CC1=CC2C(CCC3(C2CCC3(C(=O)C)OC(=O)C)C)C4(C1=CC(=O)CC4)C. Cell line: HL-60(TB). Synergy scores: CSS=72.9, Synergy_ZIP=21.5, Synergy_Bliss=19.4, Synergy_Loewe=-42.1, Synergy_HSA=17.4. (3) Drug 1: CC1=C(C(CCC1)(C)C)C=CC(=CC=CC(=CC(=O)O)C)C. Drug 2: C#CCC(CC1=CN=C2C(=N1)C(=NC(=N2)N)N)C3=CC=C(C=C3)C(=O)NC(CCC(=O)O)C(=O)O. Cell line: M14. Synergy scores: CSS=23.4, Synergy_ZIP=-1.66, Synergy_Bliss=-7.28, Synergy_Loewe=-6.30, Synergy_HSA=-4.34. (4) Drug 1: CN1CCC(CC1)COC2=C(C=C3C(=C2)N=CN=C3NC4=C(C=C(C=C4)Br)F)OC. Drug 2: CC1C(C(CC(O1)OC2CC(CC3=C2C(=C4C(=C3O)C(=O)C5=C(C4=O)C(=CC=C5)OC)O)(C(=O)CO)O)N)O.Cl. Cell line: KM12. Synergy scores: CSS=35.4, Synergy_ZIP=2.29, Synergy_Bliss=1.55, Synergy_Loewe=-18.2, Synergy_HSA=-0.521.